From a dataset of Full USPTO retrosynthesis dataset with 1.9M reactions from patents (1976-2016). Predict the reactants needed to synthesize the given product. Given the product [Br:1][C:2]1[C:3]([OH:11])=[C:4]([Cl:10])[C:5]([CH:14]([O:15][CH3:16])[O:17][CH3:18])=[CH:8][CH:9]=1, predict the reactants needed to synthesize it. The reactants are: [Br:1][C:2]1[CH:9]=[CH:8][C:5](C=O)=[C:4]([Cl:10])[C:3]=1[OH:11].CO[CH:14]([O:17][CH3:18])[O:15][CH3:16].Cl.